Dataset: Full USPTO retrosynthesis dataset with 1.9M reactions from patents (1976-2016). Task: Predict the reactants needed to synthesize the given product. (1) The reactants are: [CH2:1]([O:3][C:4](=[O:28])[CH2:5][O:6][C:7]1[CH:12]=[CH:11][C:10]([CH2:13][CH2:14][CH2:15][CH2:16][NH:17]C(OCC2C=CC=CC=2)=O)=[CH:9][CH:8]=1)[CH3:2].[H][H]. Given the product [CH2:1]([O:3][C:4](=[O:28])[CH2:5][O:6][C:7]1[CH:12]=[CH:11][C:10]([CH2:13][CH2:14][CH2:15][CH2:16][NH2:17])=[CH:9][CH:8]=1)[CH3:2], predict the reactants needed to synthesize it. (2) Given the product [CH3:1][N:2]1[C:6]([C:7](=[O:23])[NH:8][C:9]2[CH:14]=[CH:13][N:12]3[N:15]=[C:16]([N:18]4[CH2:19][CH2:20][CH2:21][CH2:22]4)[N:17]=[C:11]3[CH:10]=2)=[C:5]([C:24]([OH:26])=[O:25])[CH:4]=[N:3]1, predict the reactants needed to synthesize it. The reactants are: [CH3:1][N:2]1[C:6]([C:7](=[O:23])[NH:8][C:9]2[CH:14]=[CH:13][N:12]3[N:15]=[C:16]([N:18]4[CH2:22][CH2:21][CH2:20][CH2:19]4)[N:17]=[C:11]3[CH:10]=2)=[C:5]([C:24]([O:26]CC)=[O:25])[CH:4]=[N:3]1.O.[OH-].[Li+]. (3) Given the product [ClH:23].[NH2:1][C@H:4]([C@H:14]1[O:18][C:17](=[O:19])[C@H:16]([CH2:20][CH2:21][CH3:22])[CH2:15]1)[CH2:5][OH:6], predict the reactants needed to synthesize it. The reactants are: [N:1]([C@H:4]([C@H:14]1[O:18][C:17](=[O:19])[C@H:16]([CH2:20][CH2:21][CH3:22])[CH2:15]1)[CH2:5][O:6]CC1C=CC=CC=1)=[N+]=[N-].[ClH:23].O1CCOCC1.[H][H]. (4) Given the product [CH3:14][N:10]1[CH:11]=[CH:12][N:13]=[C:9]1[CH2:8][N:7]([CH2:15][C:16]1[CH:17]=[CH:18][C:19]([CH:20]=[O:21])=[CH:22][CH:23]=1)[CH2:6][C:2]1[N:3]([C:33]([C:34]2[CH:39]=[CH:38][CH:37]=[CH:36][CH:35]=2)([C:46]2[CH:47]=[CH:48][CH:49]=[CH:50][CH:51]=2)[C:40]2[CH:41]=[CH:42][CH:43]=[CH:44][CH:45]=2)[CH:4]=[CH:5][N:1]=1, predict the reactants needed to synthesize it. The reactants are: [NH:1]1[CH:5]=[CH:4][N:3]=[C:2]1[CH2:6][N:7]([CH2:15][C:16]1[CH:23]=[CH:22][C:19]([CH:20]=[O:21])=[CH:18][CH:17]=1)[CH2:8][C:9]1[N:10]([CH3:14])[CH:11]=[CH:12][N:13]=1.C(N(C(C)C)CC)(C)C.[C:33](Cl)([C:46]1[CH:51]=[CH:50][CH:49]=[CH:48][CH:47]=1)([C:40]1[CH:45]=[CH:44][CH:43]=[CH:42][CH:41]=1)[C:34]1[CH:39]=[CH:38][CH:37]=[CH:36][CH:35]=1.CO. (5) The reactants are: [CH3:1][O:2][C:3]1[CH:36]=[CH:35][C:6]([CH2:7][N:8]([C:30]2[S:31][CH:32]=[CH:33][N:34]=2)[S:9]([C:12]2[CH:13]=[CH:14][C:15]3[N:20]([C:21]4[CH:26]=[CH:25][CH:24]=[CH:23][C:22]=4[CH:27]=[CH2:28])[CH2:19][CH2:18][O:17][C:16]=3[CH:29]=2)(=[O:11])=[O:10])=[CH:5][CH:4]=1.C[N+]1([O-])CC[O:41]CC1.[OH2:45]. Given the product [OH:45][CH:27]([C:22]1[CH:23]=[CH:24][CH:25]=[CH:26][C:21]=1[N:20]1[CH2:19][CH2:18][O:17][C:16]2[CH:29]=[C:12]([S:9]([N:8]([CH2:7][C:6]3[CH:5]=[CH:4][C:3]([O:2][CH3:1])=[CH:36][CH:35]=3)[C:30]3[S:31][CH:32]=[CH:33][N:34]=3)(=[O:11])=[O:10])[CH:13]=[CH:14][C:15]1=2)[CH2:28][OH:41], predict the reactants needed to synthesize it. (6) Given the product [CH3:34][C:6]1[C:5]([C:17]2[CH:18]=[N:19][C:20]3[C:25]([CH:26]=2)=[C:24]([F:27])[C:23]([CH2:28][C:29]([O:31][CH3:32])=[O:30])=[C:22]([F:33])[CH:21]=3)=[C:46]([CH3:45])[O:41][N:2]=1, predict the reactants needed to synthesize it. The reactants are: C[N:2]1[CH:6]=[C:5](B2OC(C)(C)C(C)(C)O2)C=N1.Br[C:17]1[CH:18]=[N:19][C:20]2[C:25]([CH:26]=1)=[C:24]([F:27])[C:23]([CH2:28][C:29]([O:31][CH3:32])=[O:30])=[C:22]([F:33])[CH:21]=2.[C:34](=O)([O-])[O-].[Na+].[Na+].O.[O:41]1[CH2:46][CH2:45]OCC1.